From a dataset of Forward reaction prediction with 1.9M reactions from USPTO patents (1976-2016). Predict the product of the given reaction. (1) The product is: [NH:15]1[CH2:16][CH2:17][CH:18]([O:21][C:22]2[N:23]=[CH:24][C:25]([C:28]3[CH:33]=[CH:32][C:31]([C:34]#[N:35])=[CH:30][CH:29]=3)=[CH:26][N:27]=2)[CH2:19][CH2:20]1. Given the reactants FC(F)(F)C(O)=O.C(OC([N:15]1[CH2:20][CH2:19][CH:18]([O:21][C:22]2[N:27]=[CH:26][C:25]([C:28]3[CH:33]=[CH:32][C:31]([C:34]#[N:35])=[CH:30][CH:29]=3)=[CH:24][N:23]=2)[CH2:17][CH2:16]1)=O)(C)(C)C, predict the reaction product. (2) The product is: [C:20]([O:19][C:17]([N:3]1[C:2]([CH3:1])=[C:6]([B:7]2[O:11][C:10]([CH3:12])([CH3:13])[C:9]([CH3:15])([CH3:14])[O:8]2)[C:5]([CH3:16])=[N:4]1)=[O:18])([CH3:23])([CH3:22])[CH3:21]. Given the reactants [CH3:1][C:2]1[C:6]([B:7]2[O:11][C:10]([CH3:13])([CH3:12])[C:9]([CH3:15])([CH3:14])[O:8]2)=[C:5]([CH3:16])[NH:4][N:3]=1.[C:17](O[C:17]([O:19][C:20]([CH3:23])([CH3:22])[CH3:21])=[O:18])([O:19][C:20]([CH3:23])([CH3:22])[CH3:21])=[O:18].C([O-])([O-])=O.[Na+].[Na+].O1CCOCC1, predict the reaction product. (3) Given the reactants I[C:2]1[C:7]([N+:8]([O-:10])=[O:9])=[CH:6][C:5]([O:11][CH3:12])=[C:4]([O:13][CH3:14])[CH:3]=1.C1([Mg]Cl)C=CC=CC=1.[CH3:23][C:24]([CH3:28])([CH3:27])[CH:25]=[O:26], predict the reaction product. The product is: [CH3:12][O:11][C:5]1[C:4]([O:13][CH3:14])=[CH:3][C:2]([CH:25]([OH:26])[C:24]([CH3:28])([CH3:27])[CH3:23])=[C:7]([N+:8]([O-:10])=[O:9])[CH:6]=1. (4) Given the reactants [OH:1][C:2]1[CH:9]=[CH:8][CH:7]=[CH:6][C:3]=1[CH:4]=[O:5].CS(O[CH:15]1[CH2:20][CH2:19][N:18]([C:21]([O:23][C:24]([CH3:27])([CH3:26])[CH3:25])=[O:22])[CH2:17][CH2:16]1)(=O)=O.C([O-])([O-])=O.[K+].[K+], predict the reaction product. The product is: [CH:4]([C:3]1[CH:6]=[CH:7][CH:8]=[CH:9][C:2]=1[O:1][CH:15]1[CH2:20][CH2:19][N:18]([C:21]([O:23][C:24]([CH3:27])([CH3:26])[CH3:25])=[O:22])[CH2:17][CH2:16]1)=[O:5]. (5) Given the reactants [NH2:1][CH2:2][C@@H:3]([C:5]1[CH:6]=[CH:7][C:8]([OH:16])=[C:9]([NH:11][S:12]([CH3:15])(=[O:14])=[O:13])[CH:10]=1)[OH:4].[CH3:17][O:18][C:19](=[O:51])[CH2:20][O:21][C:22]1[CH:27]=[CH:26][C:25]([CH2:28][NH:29][C:30]([NH:32][C:33]2[CH:38]=[CH:37][C:36]([S:39]([N:42]3[CH2:47][CH2:46][CH:45]([CH:48]=O)[CH2:44][CH2:43]3)(=[O:41])=[O:40])=[CH:35][CH:34]=2)=[O:31])=[C:24]([F:50])[CH:23]=1.C(O)(=O)C.C([BH3-])#N.[Na+], predict the reaction product. The product is: [F:50][C:24]1[CH:23]=[C:22]([CH:27]=[CH:26][C:25]=1[CH2:28][NH:29][C:30]([NH:32][C:33]1[CH:38]=[CH:37][C:36]([S:39]([N:42]2[CH2:43][CH2:44][CH:45]([CH2:48][NH:1][CH2:2][C@H:3]([OH:4])[C:5]3[CH:6]=[CH:7][C:8]([OH:16])=[C:9]([NH:11][S:12]([CH3:15])(=[O:14])=[O:13])[CH:10]=3)[CH2:46][CH2:47]2)(=[O:40])=[O:41])=[CH:35][CH:34]=1)=[O:31])[O:21][CH2:20][C:19]([O:18][CH3:17])=[O:51]. (6) Given the reactants [CH2:1]([C:4]1[CH:18]=[CH:17][C:7]([C:8]([O:10][CH:11]([CH2:13][CH:14]([OH:16])[CH3:15])[CH3:12])=[O:9])=[CH:6][CH:5]=1)[CH2:2][CH3:3].[CH2:19]([N:21]([CH2:25][CH3:26])[C:22](Cl)=[O:23])[CH3:20], predict the reaction product. The product is: [CH2:1]([C:4]1[CH:18]=[CH:17][C:7]([C:8]([O:10][CH:11]([CH2:13][CH:14]([O:16][C:22](=[O:23])[N:21]([CH2:25][CH3:26])[CH2:19][CH3:20])[CH3:15])[CH3:12])=[O:9])=[CH:6][CH:5]=1)[CH2:2][CH3:3]. (7) Given the reactants Br[CH2:2][C:3]1[CH:4]=[C:5]([B:9]2[O:13][C:12]([CH3:15])([CH3:14])[C:11]([CH3:17])([CH3:16])[O:10]2)[CH:6]=[CH:7][CH:8]=1.[CH3:18][N:19]1[CH2:24][CH2:23][NH:22][CH2:21][CH2:20]1, predict the reaction product. The product is: [CH3:16][C:11]1([CH3:17])[C:12]([CH3:15])([CH3:14])[O:13][B:9]([C:5]2[CH:4]=[C:3]([CH:8]=[CH:7][CH:6]=2)[CH2:2][N:22]2[CH2:23][CH2:24][N:19]([CH3:18])[CH2:20][CH2:21]2)[O:10]1.